This data is from Full USPTO retrosynthesis dataset with 1.9M reactions from patents (1976-2016). The task is: Predict the reactants needed to synthesize the given product. (1) Given the product [C:13]1(/[CH:12]=[CH:11]/[N:9]2[C:10]3[C:6](=[CH:5][CH:4]=[CH:3][C:2]=3[C:43]([OH:45])=[O:44])[CH:7]=[CH:8]2)[CH:14]=[CH:15][CH:16]=[CH:17][CH:18]=1, predict the reactants needed to synthesize it. The reactants are: Br[C:2]1[CH:3]=[CH:4][CH:5]=[C:6]2[C:10]=1[N:9]([CH2:11][CH:12](O[Si](C(C)(C)C)(C)C)[C:13]1[CH:18]=[CH:17][CH:16]=[CH:15][CH:14]=1)[CH:8]=[CH:7]2.C1COCC1.CCCCCC.C([Li])CCC.[C:43](=[O:45])=[O:44]. (2) Given the product [Cl:18][C:19]1[CH:24]=[C:23]([NH:25][C:13]2[N:12]=[C:11]([C:7]3[CH:6]=[C:5]([NH:4][C:1](=[O:3])[CH3:2])[CH:10]=[CH:9][CH:8]=3)[CH:16]=[N:15][CH:14]=2)[CH:22]=[C:21]([Cl:26])[N:20]=1, predict the reactants needed to synthesize it. The reactants are: [C:1]([NH:4][C:5]1[CH:6]=[C:7]([C:11]2[CH:16]=[N:15][CH:14]=[C:13](Cl)[N:12]=2)[CH:8]=[CH:9][CH:10]=1)(=[O:3])[CH3:2].[Cl:18][C:19]1[CH:24]=[C:23]([NH2:25])[CH:22]=[C:21]([Cl:26])[N:20]=1.C1C=CC(P(C2C(C3C(P(C4C=CC=CC=4)C4C=CC=CC=4)=CC=C4C=3C=CC=C4)=C3C(C=CC=C3)=CC=2)C2C=CC=CC=2)=CC=1.CC(C)([O-])C.[Na+]. (3) Given the product [C:1]([O:5][C:6]([N:8]1[CH2:13][CH2:12][CH:11]([C@:14]2([CH3:24])[O:23][C:17]3=[CH:18][N:19]=[C:20]([C:32]4[CH2:33][CH2:34][N:29]([S:26]([CH3:25])(=[O:28])=[O:27])[CH2:30][CH:31]=4)[CH:21]=[C:16]3[CH2:15]2)[CH2:10][CH2:9]1)=[O:7])([CH3:4])([CH3:3])[CH3:2], predict the reactants needed to synthesize it. The reactants are: [C:1]([O:5][C:6]([N:8]1[CH2:13][CH2:12][CH:11]([C@:14]2([CH3:24])[O:23][C:17]3=[CH:18][N:19]=[C:20](Cl)[CH:21]=[C:16]3[CH2:15]2)[CH2:10][CH2:9]1)=[O:7])([CH3:4])([CH3:3])[CH3:2].[CH3:25][S:26]([N:29]1[CH2:34][CH:33]=[C:32](B2OC(C)(C)C(C)(C)O2)[CH2:31][CH2:30]1)(=[O:28])=[O:27]. (4) Given the product [CH3:1][C@H:2]1[C@@H:11]2[CH2:12][CH2:13][C@@:14]3([CH3:18])[O:16][O:17][C@:10]42[C@H:5]([C:6]([CH3:20])=[CH:7][O:8][C@@H:9]4[O:15]3)[CH2:4][CH2:3]1, predict the reactants needed to synthesize it. The reactants are: [CH3:1][C@H:2]1[C@@H:11]2[CH2:12][CH2:13][C:14]3([CH3:18])[O:16][O:17][C@:10]42[C@H:5]([C@@H:6]([CH3:20])[C@@H:7](O)[O:8][C@@H:9]4[O:15]3)[CH2:4][CH2:3]1.FC(F)(F)C(OC(=O)C(F)(F)F)=O. (5) Given the product [Si:1]([O:8][CH2:9][CH2:10][O:11][C:12]1[C:17]([C:18]2[CH:23]=[CH:22][C:21]([S:24]([CH3:27])(=[O:25])=[O:26])=[CH:20][CH:19]=2)=[CH:55][C:50]([C:60]2[NH:35][C:33](=[O:34])[C:32]3[C:31](=[CH:39][C:38]([O:40][CH3:41])=[CH:37][C:36]=3[O:42][CH3:43])[N:30]=2)=[CH:51][CH:13]=1)([C:4]([CH3:7])([CH3:5])[CH3:6])([CH3:2])[CH3:3], predict the reactants needed to synthesize it. The reactants are: [Si:1]([O:8][CH2:9][CH2:10][O:11][C:12]1[CH:13]=CC(C=O)=N[C:17]=1[C:18]1[CH:23]=[CH:22][C:21]([S:24]([CH3:27])(=[O:26])=[O:25])=[CH:20][CH:19]=1)([C:4]([CH3:7])([CH3:6])[CH3:5])([CH3:3])[CH3:2].[NH2:30][C:31]1[CH:39]=[C:38]([O:40][CH3:41])[CH:37]=[C:36]([O:42][CH3:43])[C:32]=1[C:33]([NH2:35])=[O:34].OS([O-])=O.[Na+].O.[C:50]1([CH3:60])[CH:55]=CC(S(O)(=O)=O)=C[CH:51]=1. (6) Given the product [N:1]1[CH:6]=[C:5]([C:7]([C:9]2[CH:14]=[CH:13][C:12]([C:15]3[CH:16]=[CH:17][C:18]([O:21][C:22]([F:25])([F:23])[F:24])=[CH:19][CH:20]=3)=[CH:11][N:10]=2)([OH:8])[C:26]#[C:27][CH3:28])[CH:4]=[N:3][CH:2]=1, predict the reactants needed to synthesize it. The reactants are: [N:1]1[CH:6]=[C:5]([C:7]([C:9]2[CH:14]=[CH:13][C:12]([C:15]3[CH:20]=[CH:19][C:18]([O:21][C:22]([F:25])([F:24])[F:23])=[CH:17][CH:16]=3)=[CH:11][N:10]=2)=[O:8])[CH:4]=[N:3][CH:2]=1.[C:26]([Mg]Br)#[C:27][CH3:28]. (7) Given the product [C:1]1([C:7]2[N:8]([CH2:36][CH2:35][CH2:34][O:33][C:31]3[CH:30]=[CH:29][C:28]4[CH:24]([CH2:23][C:22]([O:21][CH3:20])=[O:38])[CH2:25][O:26][C:27]=4[CH:32]=3)[C:9]3[C:14]([CH:15]=2)=[CH:13][CH:12]=[CH:11][CH:10]=3)[CH:6]=[CH:5][CH:4]=[CH:3][CH:2]=1, predict the reactants needed to synthesize it. The reactants are: [C:1]1([C:7]2[NH:8][C:9]3[C:14]([CH:15]=2)=[CH:13][CH:12]=[CH:11][CH:10]=3)[CH:6]=[CH:5][CH:4]=[CH:3][CH:2]=1.[H-].[Na+].[I-].[Na+].[CH3:20][O:21][C:22](=[O:38])[CH2:23][CH:24]1[C:28]2[CH:29]=[CH:30][C:31]([O:33][CH2:34][CH2:35][CH2:36]Cl)=[CH:32][C:27]=2[O:26][CH2:25]1.[Cl-].[NH4+].